Dataset: Full USPTO retrosynthesis dataset with 1.9M reactions from patents (1976-2016). Task: Predict the reactants needed to synthesize the given product. (1) Given the product [F:3][C:4]1[CH:8]=[CH:7][N:6]([CH3:15])[C:5]=1[C:9]([O:11][CH2:12][CH3:13])=[O:10], predict the reactants needed to synthesize it. The reactants are: [H-].[Na+].[F:3][C:4]1[CH:8]=[CH:7][NH:6][C:5]=1[C:9]([O:11][CH2:12][CH3:13])=[O:10].I[CH3:15].Cl. (2) Given the product [OH:47][CH:45]([CH2:43][N:22]([C:19]1[C:20]([I:21])=[C:15]([C:14]([NH:13][CH2:12][CH:11]([OH:40])[CH2:10][OH:9])=[O:39])[C:16]([I:38])=[C:17]([C:18]=1[I:25])[C:26]([NH:27][CH:28]([CH2:29][OH:30])[CH2:33][OH:34])=[O:37])[CH:23]=[O:24])[CH2:46][N:22]([C:19]1[C:20]([I:21])=[C:15]([C:14]([NH:13][CH2:12][CH:11]([OH:40])[CH2:10][OH:9])=[O:39])[C:16]([I:38])=[C:17]([C:18]=1[I:25])[C:26]([NH:27][CH:28]([CH2:29][OH:30])[CH2:33][OH:34])=[O:37])[CH:23]=[O:5], predict the reactants needed to synthesize it. The reactants are: B(O)(O)O.[OH-:5].[K+].C([O:9][CH2:10][CH:11]([O:40]C=O)[CH2:12][NH:13][C:14](=[O:39])[C:15]1[C:20]([I:21])=[C:19]([NH:22][CH:23]=[O:24])[C:18]([I:25])=[C:17]([C:26](=[O:37])[NH:27][CH:28]([CH2:33][O:34]C=O)[CH2:29][O:30]C=O)[C:16]=1[I:38])=O.[CH2:43]([CH:45]1[O:47][CH2:46]1)Cl. (3) Given the product [Cl:36][C:31]1[CH:32]=[C:33]2[C:28](=[CH:29][CH:30]=1)[CH:27]=[C:26]([S:23]([N:20]1[CH2:21][CH2:22][N:17]([CH2:16][C:4]3([NH:3][C:42]([O:41][CH2:38][CH2:39][CH3:40])=[O:43])[CH2:9][CH2:8][N:7]([C:10]4[CH:11]=[CH:12][N:13]=[CH:14][CH:15]=4)[CH2:6][CH2:5]3)[C:18](=[O:37])[CH2:19]1)(=[O:24])=[O:25])[CH:35]=[CH:34]2, predict the reactants needed to synthesize it. The reactants are: Cl.Cl.[NH2:3][C:4]1([CH2:16][N:17]2[CH2:22][CH2:21][N:20]([S:23]([C:26]3[CH:35]=[CH:34][C:33]4[C:28](=[CH:29][CH:30]=[C:31]([Cl:36])[CH:32]=4)[CH:27]=3)(=[O:25])=[O:24])[CH2:19][C:18]2=[O:37])[CH2:9][CH2:8][N:7]([C:10]2[CH:15]=[CH:14][N:13]=[CH:12][CH:11]=2)[CH2:6][CH2:5]1.[CH2:38]([O:41][C:42](OC1C=CC([N+]([O-])=O)=CC=1)=[O:43])[CH2:39][CH3:40].C(N(C(C)C)C(C)C)C.C(OCC)(=O)C. (4) Given the product [Cl:46][CH2:39][CH2:38][CH2:34][C:35]([O:1][CH:2]([C:10]([F:13])([F:11])[F:12])[C:3]([F:8])([F:9])[S:4]([O-:7])(=[O:6])=[O:5])=[O:36].[C:27]1([S+:20]([C:14]2[CH:15]=[CH:16][CH:17]=[CH:18][CH:19]=2)[C:21]2[CH:26]=[CH:25][CH:24]=[CH:23][CH:22]=2)[CH:28]=[CH:29][CH:30]=[CH:31][CH:32]=1, predict the reactants needed to synthesize it. The reactants are: [OH:1][CH:2]([C:10]([F:13])([F:12])[F:11])[C:3]([F:9])([F:8])[S:4]([O-:7])(=[O:6])=[O:5].[C:14]1([S+:20]([C:27]2[CH:32]=[CH:31][CH:30]=[CH:29][CH:28]=2)[C:21]2[CH:26]=[CH:25][CH:24]=[CH:23][CH:22]=2)[CH:19]=[CH:18][CH:17]=[CH:16][CH:15]=1.Cl[CH:34]([CH2:38][CH3:39])[C:35](Cl)=[O:36].N1C=CC=CC=1.[ClH:46]. (5) Given the product [C:55]([O:59][CH2:60][CH2:61][O:62][NH:63][C:20]([C:9]1[C:10]([NH:11][C:12]2[CH:17]=[CH:16][C:15]([I:18])=[CH:14][C:13]=2[F:19])=[C:2]([F:1])[C:3](=[O:23])[N:4]2[C:8]=1[CH2:7][CH2:6][CH2:5]2)=[O:22])([CH3:58])([CH3:57])[CH3:56], predict the reactants needed to synthesize it. The reactants are: [F:1][C:2]1[C:3](=[O:23])[N:4]2[C:8](=[C:9]([C:20]([OH:22])=O)[C:10]=1[NH:11][C:12]1[CH:17]=[CH:16][C:15]([I:18])=[CH:14][C:13]=1[F:19])[CH2:7][CH2:6][CH2:5]2.CN(C(ON1N=NC2C=CC=NC1=2)=[N+](C)C)C.F[P-](F)(F)(F)(F)F.CN1CCOCC1.[C:55]([O:59][CH2:60][CH2:61][O:62][NH2:63])([CH3:58])([CH3:57])[CH3:56]. (6) Given the product [Cl:1][C:2]1[CH:7]=[CH:6][CH:5]=[C:4]([F:8])[C:3]=1[C:9]1[NH:13][C:12](=[O:14])[N:11]([C:15]2[CH:16]=[CH:17][C:18]([C:19]([NH:30][C:29]3[CH:31]=[CH:32][CH:33]=[C:27]([C:26]([F:25])([F:34])[F:35])[CH:28]=3)=[O:20])=[CH:23][CH:24]=2)[N:10]=1, predict the reactants needed to synthesize it. The reactants are: [Cl:1][C:2]1[CH:7]=[CH:6][CH:5]=[C:4]([F:8])[C:3]=1[C:9]1[NH:13][C:12](=[O:14])[N:11]([C:15]2[CH:24]=[CH:23][C:18]([C:19](OC)=[O:20])=[CH:17][CH:16]=2)[N:10]=1.[F:25][C:26]([F:35])([F:34])[C:27]1[CH:28]=[C:29]([CH:31]=[CH:32][CH:33]=1)[NH2:30].C[Al](C)C. (7) The reactants are: [CH3:1][N:2]1[C:7](=[O:8])[C:6]2=[C:9]([S:23][CH2:24][CH2:25][CH2:26][C:27](O)=[O:28])[N:10]([CH2:12][C:13]3[C:22]4[C:17](=[CH:18][CH:19]=[CH:20][CH:21]=4)[CH:16]=[CH:15][CH:14]=3)[CH:11]=[C:5]2[N:4]([CH2:30][CH:31]([CH3:33])[CH3:32])[C:3]1=[O:34].C([N:37](CC)CC)C.ClC(OCC)=O. Given the product [CH3:1][N:2]1[C:7](=[O:8])[C:6]2=[C:9]([S:23][CH2:24][CH2:25][CH2:26][C:27]([NH2:37])=[O:28])[N:10]([CH2:12][C:13]3[C:22]4[C:17](=[CH:18][CH:19]=[CH:20][CH:21]=4)[CH:16]=[CH:15][CH:14]=3)[CH:11]=[C:5]2[N:4]([CH2:30][CH:31]([CH3:32])[CH3:33])[C:3]1=[O:34], predict the reactants needed to synthesize it.